Dataset: Peptide-MHC class II binding affinity with 134,281 pairs from IEDB. Task: Regression. Given a peptide amino acid sequence and an MHC pseudo amino acid sequence, predict their binding affinity value. This is MHC class II binding data. (1) The peptide sequence is FFILDGDNLFPKV. The binding affinity (normalized) is 0.173. The MHC is DRB1_0401 with pseudo-sequence DRB1_0401. (2) The peptide sequence is YDKFLANVSTQLTGK. The MHC is DRB1_0401 with pseudo-sequence DRB1_0401. The binding affinity (normalized) is 0.684. (3) The peptide sequence is SQIPISINYRTEIDK. The MHC is DRB1_1001 with pseudo-sequence DRB1_1001. The binding affinity (normalized) is 0.530.